This data is from Experimental lipophilicity measurements (octanol/water distribution) for 4,200 compounds from AstraZeneca. The task is: Regression/Classification. Given a drug SMILES string, predict its absorption, distribution, metabolism, or excretion properties. Task type varies by dataset: regression for continuous measurements (e.g., permeability, clearance, half-life) or binary classification for categorical outcomes (e.g., BBB penetration, CYP inhibition). For this dataset (lipophilicity_astrazeneca), we predict Y. (1) The drug is C[C@H]1O[C@@H](n2cnc3c(N)nc(OC4CCOC4)nc32)[C@H](O)[C@@H]1O. The Y is -0.0600 logD. (2) The compound is C[C@@H]1CN(c2ccc3c(n2)NC(=O)CO3)[C@H](c2ccccc2)CO1. The Y is 2.75 logD. (3) The molecule is CCCSc1c(C(=O)NC2CCCCC2)cnn1-c1ccc(C(=O)O)cc1. The Y is 0.640 logD. (4) The drug is N#CC1=C2C(=NC1=O)c1cccc3c(N4CCSCC4)ccc2c13. The Y is 3.22 logD.